From a dataset of Forward reaction prediction with 1.9M reactions from USPTO patents (1976-2016). Predict the product of the given reaction. (1) Given the reactants Cl.[Cl:2][CH:3]([C:8]1[C:9](=[O:17])[C:10]([OH:16])=[C:11]([CH3:15])[N:12]([CH3:14])[CH:13]=1)[C:4]([F:7])([F:6])[F:5].[NH:18]1[CH:22]=[CH:21][N:20]=[CH:19]1.Cl.CN.[CH3:26][N:27]1[CH2:32][CH2:31][NH:30][CH2:29][CH2:28]1, predict the reaction product. The product is: [OH:16][C:10]1[C:9](=[O:17])[C:8]([CH:3]([N:18]2[CH:22]=[CH:21][N:20]=[CH:19]2)[C:4]([F:7])([F:6])[F:5])=[CH:13][N:12]([CH3:14])[C:11]=1[CH3:15].[OH:16][C:10]1[C:9](=[O:17])[C:8]([CH:3]([NH:27][CH3:26])[C:4]([F:7])([F:6])[F:5])=[CH:13][N:12]([CH3:14])[C:11]=1[CH3:15].[ClH:2].[OH:16][C:10]1[C:9](=[O:17])[C:8]([CH:3]([N:30]2[CH2:31][CH2:32][N:27]([CH3:26])[CH2:28][CH2:29]2)[C:4]([F:7])([F:6])[F:5])=[CH:13][N:12]([CH3:14])[C:11]=1[CH3:15]. (2) Given the reactants [F:1][C:2]1([F:33])[CH2:7][CH2:6][CH:5]([CH2:8][C:9]2[N:13]3[C:14]([CH2:27][F:28])=[CH:15][C:16]([C:18]([NH:20][CH:21]4[CH2:26][CH2:25][O:24][CH2:23][CH2:22]4)=[O:19])=[CH:17][C:12]3=[N:11][C:10]=2[C:29]([F:32])([F:31])[F:30])[CH2:4][CH2:3]1.[F:34]C1(F)CCC(CC2N3C(C=O)=CC(C(NC4CCOCC4)=O)=CC3=NC=2C(F)(F)F)CC1, predict the reaction product. The product is: [F:33][C:2]1([F:1])[CH2:7][CH2:6][CH:5]([CH2:8][C:9]2[N:13]3[C:14]([CH:27]([F:34])[F:28])=[CH:15][C:16]([C:18]([NH:20][CH:21]4[CH2:22][CH2:23][O:24][CH2:25][CH2:26]4)=[O:19])=[CH:17][C:12]3=[N:11][C:10]=2[C:29]([F:31])([F:32])[F:30])[CH2:4][CH2:3]1. (3) Given the reactants [F:1][C:2]([F:7])([F:6])[C:3]([OH:5])=[O:4].[CH2:8]([NH:10][CH2:11][C:12]1[CH:13]=[C:14]([C:19]2[CH:20]=[C:21]3[C:25](=[C:26]([C:28]([NH2:30])=[O:29])[CH:27]=2)[NH:24][CH:23]=[C:22]3[CH:31]2[CH2:36][CH2:35][N:34]([S:37]([CH2:40][CH3:41])(=[O:39])=[O:38])[CH2:33][CH2:32]2)[CH:15]=[CH:16][C:17]=1[F:18])[CH3:9].[CH2:42](N)[CH3:43], predict the reaction product. The product is: [F:1][C:2]([F:7])([F:6])[C:3]([OH:5])=[O:4].[CH:8]1([NH:10][CH2:11][C:12]2[CH:13]=[C:14]([C:19]3[CH:20]=[C:21]4[C:25](=[C:26]([C:28]([NH2:30])=[O:29])[CH:27]=3)[NH:24][CH:23]=[C:22]4[CH:31]3[CH2:32][CH2:33][N:34]([S:37]([CH2:40][CH3:41])(=[O:39])=[O:38])[CH2:35][CH2:36]3)[CH:15]=[CH:16][C:17]=2[F:18])[CH2:43][CH2:42][CH2:9]1. (4) Given the reactants [Br:1][C:2]1[CH:11]=[CH:10][C:9]([C:12]([F:15])([F:14])[F:13])=[CH:8][C:3]=1[CH2:4][NH:5][CH2:6][CH3:7].[C:16](O[C:16]([O:18][C:19]([CH3:22])([CH3:21])[CH3:20])=[O:17])([O:18][C:19]([CH3:22])([CH3:21])[CH3:20])=[O:17], predict the reaction product. The product is: [C:19]([O:18][C:16](=[O:17])[N:5]([CH2:4][C:3]1[CH:8]=[C:9]([C:12]([F:13])([F:14])[F:15])[CH:10]=[CH:11][C:2]=1[Br:1])[CH2:6][CH3:7])([CH3:22])([CH3:21])[CH3:20].